From a dataset of Reaction yield outcomes from USPTO patents with 853,638 reactions. Predict the reaction yield, written as a fraction of the theoretical maximum amount of product (1.0 means a 100% yield; for example, 0.34 means a 34% yield). (1) The reactants are [CH3:1][O:2][C:3]([C@@H:5]1[CH2:10][CH2:9][CH2:8][N:7]([C:11]([O:13][C:14]([CH3:17])([CH3:16])[CH3:15])=[O:12])[N:6]1[C:18]([O:20][C:21]([CH3:24])([CH3:23])[CH3:22])=[O:19])=[O:4].[CH3:25][Si]([N-][Si](C)(C)C)(C)C.[Li+].IC. The catalyst is O1CCCC1. The product is [CH3:1][O:2][C:3]([C:5]1([CH3:25])[CH2:10][CH2:9][CH2:8][N:7]([C:11]([O:13][C:14]([CH3:17])([CH3:15])[CH3:16])=[O:12])[N:6]1[C:18]([O:20][C:21]([CH3:24])([CH3:23])[CH3:22])=[O:19])=[O:4]. The yield is 0.520. (2) The product is [CH:20]1([C:7]2[CH:1]=[C:6]([NH2:33])[N:9]([C:10]3[CH:11]=[C:12]4[C:17](=[CH:18][CH:19]=3)[N:16]=[CH:15][CH:14]=[CH:13]4)[N:8]=2)[CH2:25][CH2:24][CH2:23]1. The reactants are [C:1]1([C:7]([C:20]2[CH:25]=[CH:24][CH:23]=CC=2)=[N:8][NH:9][C:10]2[CH:11]=[C:12]3[C:17](=[CH:18][CH:19]=2)[N:16]=[CH:15][CH:14]=[CH:13]3)[CH:6]=CC=CC=1.C1(C(=O)CC#[N:33])CCC1. The yield is 0.400. No catalyst specified. (3) The reactants are C[O:2][C:3](=O)[C:4]1[CH:9]=[CH:8][C:7]([NH:10][C:11](=[O:32])[CH:12]([C:19]2[CH:24]=[CH:23][C:22]([O:25][C:26]3[CH:31]=[CH:30][CH:29]=[CH:28][CH:27]=3)=[CH:21][CH:20]=2)[CH2:13][CH:14]2[CH2:18][CH2:17][CH2:16][CH2:15]2)=[N:6][CH:5]=1.[H-].[Al+3].[Li+].[H-].[H-].[H-]. The yield is 0.510. The product is [CH:14]1([CH2:13][CH:12]([C:19]2[CH:20]=[CH:21][C:22]([O:25][C:26]3[CH:31]=[CH:30][CH:29]=[CH:28][CH:27]=3)=[CH:23][CH:24]=2)[C:11]([NH:10][C:7]2[CH:8]=[CH:9][C:4]([CH2:3][OH:2])=[CH:5][N:6]=2)=[O:32])[CH2:15][CH2:16][CH2:17][CH2:18]1. The catalyst is C(OCC)C.O. (4) The reactants are [F:1][C:2]1[C:7]2[N:8]=C(C)[S:10][C:6]=2[C:5]([F:12])=[CH:4][C:3]=1[F:13].[ClH:14].O1CCOCC1. The catalyst is C(O)CO.[OH-].[Na+]. The product is [ClH:14].[NH2:8][C:7]1[C:2]([F:1])=[C:3]([F:13])[CH:4]=[C:5]([F:12])[C:6]=1[SH:10]. The yield is 0.730. (5) The reactants are Br[C:2]1[CH:18]=[CH:17][C:5]([C:6]([C@@H:8]2[CH2:12][CH2:11][CH2:10][C@H:9]2[C:13]([O:15][CH3:16])=[O:14])=[O:7])=[CH:4][CH:3]=1.[NH2:19][C:20]1[CH:25]=[CH:24][C:23](B(O)O)=[CH:22][CH:21]=1.C([O-])([O-])=O.[Na+].[Na+].ClCCl. The catalyst is CCOC(C)=O.C1C=CC(P(C2C=CC=CC=2)[C-]2C=CC=C2)=CC=1.C1C=CC(P(C2C=CC=CC=2)[C-]2C=CC=C2)=CC=1.Cl[Pd]Cl.[Fe+2].CCO.C1(C)C=CC=CC=1. The product is [NH2:19][C:20]1[CH:25]=[CH:24][C:23]([C:2]2[CH:18]=[CH:17][C:5]([C:6]([C@@H:8]3[CH2:12][CH2:11][CH2:10][C@H:9]3[C:13]([O:15][CH3:16])=[O:14])=[O:7])=[CH:4][CH:3]=2)=[CH:22][CH:21]=1. The yield is 0.670.